From a dataset of Full USPTO retrosynthesis dataset with 1.9M reactions from patents (1976-2016). Predict the reactants needed to synthesize the given product. (1) Given the product [CH3:1][NH:2][CH2:3][C:4]1[CH:5]=[C:6]([CH2:7][OH:8])[CH:11]=[CH:12][C:13]=1[O:14][C:15]1[CH:20]=[CH:19][C:18]([S:21][CH3:22])=[CH:17][CH:16]=1, predict the reactants needed to synthesize it. The reactants are: [CH3:1][NH:2][CH2:3][C:4]1[CH:5]=[C:6]([CH:11]=[CH:12][C:13]=1[O:14][C:15]1[CH:20]=[CH:19][C:18]([S:21][CH3:22])=[CH:17][CH:16]=1)[C:7](OC)=[O:8].Cl. (2) The reactants are: Cl[CH2:2][CH2:3][O:4][C:5]1[CH:10]=[CH:9][C:8]([CH2:11][O:12][C:13]2[C:22]3[C:17](=[CH:18][CH:19]=[CH:20][CH:21]=3)[C:16]([Cl:23])=[CH:15][CH:14]=2)=[CH:7][CH:6]=1.[CH3:24][C@H:25]1[CH2:30][CH2:29][CH2:28][C@@H:27]([CH3:31])[NH:26]1. Given the product [CH3:24][CH:25]1[CH2:30][CH2:29][CH2:28][CH:27]([CH3:31])[N:26]1[CH2:2][CH2:3][O:4][C:5]1[CH:10]=[CH:9][C:8]([CH2:11][O:12][C:13]2[C:22]3[C:17](=[CH:18][CH:19]=[CH:20][CH:21]=3)[C:16]([Cl:23])=[CH:15][CH:14]=2)=[CH:7][CH:6]=1, predict the reactants needed to synthesize it. (3) Given the product [NH2:1][C:2]1[C:11]([CH:12]=[O:13])=[C:10]([C:14]2[CH:15]=[C:16]3[C:21](=[CH:22][CH:23]=2)[O:20][CH2:19][CH2:18][CH2:17]3)[C:5]([C:6]([O:8][CH3:9])=[O:7])=[C:4]([CH3:24])[N:3]=1, predict the reactants needed to synthesize it. The reactants are: [NH2:1][C:2]1[C:11]([CH2:12][OH:13])=[C:10]([C:14]2[CH:15]=[C:16]3[C:21](=[CH:22][CH:23]=2)[O:20][CH2:19][CH2:18][CH2:17]3)[C:5]([C:6]([O:8][CH3:9])=[O:7])=[C:4]([CH3:24])[N:3]=1.C1C=C[NH+]=CC=1.[O-][Cr](Cl)(=O)=O. (4) Given the product [CH2:9]([O:8][C:7]1[CH:6]=[CH:5][N:4]([CH2:19][C:20]2[CH:21]=[CH:22][C:23]([CH2:26][C:27]([OH:29])=[O:28])=[CH:24][CH:25]=2)[C:3](=[O:17])[C:2]=1[Br:1])[C:10]1[CH:11]=[CH:12][CH:13]=[CH:14][CH:15]=1, predict the reactants needed to synthesize it. The reactants are: [Br:1][C:2]1[C:3](=[O:17])[NH:4][C:5](C)=[CH:6][C:7]=1[O:8][CH2:9][C:10]1[CH:15]=[CH:14][CH:13]=[CH:12][CH:11]=1.Br[CH2:19][C:20]1[CH:25]=[CH:24][C:23]([CH2:26][C:27]([OH:29])=[O:28])=[CH:22][CH:21]=1.C([O-])([O-])=O.[K+].[K+]. (5) Given the product [CH3:1][C:2]1[CH:3]=[CH:4][C:5]([C:8]2[CH:9]=[C:10]([CH:14]=[C:15]([C:17]3[CH2:21][C@@H:20]([C:22]4[CH:27]=[CH:26][CH:25]=[CH:24][N:23]=4)[O:19][N:18]=3)[CH:16]=2)[C:11]([NH:39][C@@H:37]([C:34]2[CH:35]=[N:36][C:31]([C:30]([F:40])([F:29])[F:41])=[CH:32][CH:33]=2)[CH3:38])=[O:12])=[N:6][CH:7]=1, predict the reactants needed to synthesize it. The reactants are: [CH3:1][C:2]1[CH:3]=[CH:4][C:5]([C:8]2[CH:9]=[C:10]([CH:14]=[C:15]([C:17]3[CH2:21][C@@H:20]([C:22]4[CH:27]=[CH:26][CH:25]=[CH:24][N:23]=4)[O:19][N:18]=3)[CH:16]=2)[C:11](O)=[O:12])=[N:6][CH:7]=1.Cl.[F:29][C:30]([F:41])([F:40])[C:31]1[N:36]=[CH:35][C:34]([C@H:37]([NH2:39])[CH3:38])=[CH:33][CH:32]=1.C(Cl)CCl.C1C=NC2N(O)N=NC=2C=1.C(N(CC)CC)C.C(=O)(O)[O-].[Na+]. (6) Given the product [Cl:1][C:2]1[CH:3]=[C:4]([CH:24]=[C:25]([C:27]([F:28])([F:29])[F:30])[CH:26]=1)[CH2:5][CH:6]1[CH2:14][C:13]2[C:8](=[CH:9][C:10]([O:21][CH3:22])=[C:11]([N:15]3[CH2:16][CH2:17][O:18][CH2:19][CH2:20]3)[CH:12]=2)[C:7]1=[O:23], predict the reactants needed to synthesize it. The reactants are: [Cl:1][C:2]1[CH:3]=[C:4]([CH:24]=[C:25]([C:27]([F:30])([F:29])[F:28])[CH:26]=1)/[CH:5]=[C:6]1/[C:7](=[O:23])[C:8]2[C:13]([CH2:14]/1)=[CH:12][C:11]([N:15]1[CH2:20][CH2:19][O:18][CH2:17][CH2:16]1)=[C:10]([O:21][CH3:22])[CH:9]=2. (7) The reactants are: [F:1][C:2]1[CH:3]=[CH:4][C:5]([CH2:8][O:9][C:10]2[CH:15]=[CH:14][N:13]([C:16]3[CH:21]=[CH:20][C:19]4[C:22]5[CH2:23][N:24](C(OC(C)(C)C)=O)[CH2:25][CH2:26][C:27]=5[O:28][C:18]=4[CH:17]=3)[C:12](=[O:36])[CH:11]=2)=[N:6][CH:7]=1.Cl.C([O-])(O)=O.[Na+]. Given the product [F:1][C:2]1[CH:3]=[CH:4][C:5]([CH2:8][O:9][C:10]2[CH:15]=[CH:14][N:13]([C:16]3[CH:21]=[CH:20][C:19]4[C:22]5[CH2:23][NH:24][CH2:25][CH2:26][C:27]=5[O:28][C:18]=4[CH:17]=3)[C:12](=[O:36])[CH:11]=2)=[N:6][CH:7]=1, predict the reactants needed to synthesize it.